From a dataset of Peptide-MHC class II binding affinity with 134,281 pairs from IEDB. Regression. Given a peptide amino acid sequence and an MHC pseudo amino acid sequence, predict their binding affinity value. This is MHC class II binding data. (1) The peptide sequence is KGVDAQGTLSKIFKLGGRDSRSGS. The MHC is H-2-IAu with pseudo-sequence H-2-IAu. The binding affinity (normalized) is 0.238. (2) The MHC is DRB1_0405 with pseudo-sequence DRB1_0405. The peptide sequence is DFNEFISFCNANPGL. The binding affinity (normalized) is 0.695.